The task is: Regression. Given two drug SMILES strings and cell line genomic features, predict the synergy score measuring deviation from expected non-interaction effect.. This data is from NCI-60 drug combinations with 297,098 pairs across 59 cell lines. (1) Cell line: SNB-75. Drug 2: CC12CCC3C(C1CCC2OP(=O)(O)O)CCC4=C3C=CC(=C4)OC(=O)N(CCCl)CCCl.[Na+]. Synergy scores: CSS=1.22, Synergy_ZIP=-4.18, Synergy_Bliss=-1.79, Synergy_Loewe=-1.87, Synergy_HSA=-2.92. Drug 1: C1=NC(=NC(=O)N1C2C(C(C(O2)CO)O)O)N. (2) Drug 2: C1CN(CCN1C(=O)CCBr)C(=O)CCBr. Drug 1: CCC(=C(C1=CC=CC=C1)C2=CC=C(C=C2)OCCN(C)C)C3=CC=CC=C3.C(C(=O)O)C(CC(=O)O)(C(=O)O)O. Cell line: UACC-257. Synergy scores: CSS=13.6, Synergy_ZIP=-0.0330, Synergy_Bliss=0.707, Synergy_Loewe=-3.80, Synergy_HSA=-1.77. (3) Drug 1: C1=CC(=CC=C1CCC2=CNC3=C2C(=O)NC(=N3)N)C(=O)NC(CCC(=O)O)C(=O)O. Drug 2: CCCCC(=O)OCC(=O)C1(CC(C2=C(C1)C(=C3C(=C2O)C(=O)C4=C(C3=O)C=CC=C4OC)O)OC5CC(C(C(O5)C)O)NC(=O)C(F)(F)F)O. Cell line: LOX IMVI. Synergy scores: CSS=31.5, Synergy_ZIP=-3.89, Synergy_Bliss=-9.41, Synergy_Loewe=-18.3, Synergy_HSA=-8.56. (4) Drug 1: CC1=C(C=C(C=C1)NC2=NC=CC(=N2)N(C)C3=CC4=NN(C(=C4C=C3)C)C)S(=O)(=O)N.Cl. Drug 2: C(=O)(N)NO. Cell line: DU-145. Synergy scores: CSS=0.714, Synergy_ZIP=0.235, Synergy_Bliss=0.109, Synergy_Loewe=-1.64, Synergy_HSA=-1.60. (5) Drug 1: CC1C(C(CC(O1)OC2CC(CC3=C2C(=C4C(=C3O)C(=O)C5=C(C4=O)C(=CC=C5)OC)O)(C(=O)C)O)N)O.Cl. Drug 2: CN(CCCl)CCCl.Cl. Cell line: HT29. Synergy scores: CSS=31.8, Synergy_ZIP=-3.66, Synergy_Bliss=3.37, Synergy_Loewe=-8.00, Synergy_HSA=1.15. (6) Drug 1: CC1C(C(CC(O1)OC2CC(CC3=C2C(=C4C(=C3O)C(=O)C5=C(C4=O)C(=CC=C5)OC)O)(C(=O)C)O)N)O.Cl. Drug 2: CC1=C(C(CCC1)(C)C)C=CC(=CC=CC(=CC(=O)O)C)C. Cell line: SNB-75. Synergy scores: CSS=10.1, Synergy_ZIP=-3.65, Synergy_Bliss=-0.653, Synergy_Loewe=-13.4, Synergy_HSA=0.227.